Predict the reactants needed to synthesize the given product. From a dataset of Full USPTO retrosynthesis dataset with 1.9M reactions from patents (1976-2016). (1) Given the product [CH3:1][O:2][C:3]1[CH:4]=[C:5]([CH:11]=[CH:12][C:13]([O:15][CH3:20])=[O:14])[CH:6]=[CH:7][C:8]=1[O:9][CH3:10], predict the reactants needed to synthesize it. The reactants are: [CH3:1][O:2][C:3]1[CH:4]=[C:5]([CH:11]=[CH:12][C:13]([OH:15])=[O:14])[CH:6]=[CH:7][C:8]=1[O:9][CH3:10].S(Cl)(Cl)=O.[CH3:20]O. (2) Given the product [CH3:29][C:18]1[C:17]([CH3:30])=[C:16]([O:15][CH2:14][C:4]2[C:5]3[O:9][C:8]([CH2:10][CH2:11][CH3:12])=[CH:7][C:6]=3[CH:13]=[C:2]([C:38]#[C:39][CH3:40])[CH:3]=2)[CH:21]=[CH:20][C:19]=1[CH2:22][CH2:23][C:24]([O:26][CH2:27][CH3:28])=[O:25], predict the reactants needed to synthesize it. The reactants are: I[C:2]1[CH:3]=[C:4]([CH2:14][O:15][C:16]2[CH:21]=[CH:20][C:19]([CH2:22][CH2:23][C:24]([O:26][CH2:27][CH3:28])=[O:25])=[C:18]([CH3:29])[C:17]=2[CH3:30])[C:5]2[O:9][C:8]([CH2:10][CH2:11][CH3:12])=[CH:7][C:6]=2[CH:13]=1.C(N(CC)CC)C.[CH:38]#[C:39][CH3:40].